Dataset: HIV replication inhibition screening data with 41,000+ compounds from the AIDS Antiviral Screen. Task: Binary Classification. Given a drug SMILES string, predict its activity (active/inactive) in a high-throughput screening assay against a specified biological target. (1) The drug is Oc1c(N=Nc2ccccc2)c2cccc3ccc4cccc1c4c32. The result is 0 (inactive). (2) The compound is CCOC(=O)C1=C(c2ccccc2)N(C(C)=O)Cc2ccccc21. The result is 0 (inactive). (3) The molecule is N#CCC(C#N)N1CCOCC1. The result is 0 (inactive). (4) The compound is CC(=O)OCC1C(OC(C)=O)CC2OC(=O)CC21. The result is 0 (inactive). (5) The molecule is c1ccc(COC2(OCc3ccccc3)CC3OC2C2N=NNC32)cc1. The result is 0 (inactive). (6) The drug is Cn1c(=O)c2[nH]cnc2n(CC(N)=O)c1=O. The result is 0 (inactive).